This data is from Full USPTO retrosynthesis dataset with 1.9M reactions from patents (1976-2016). The task is: Predict the reactants needed to synthesize the given product. (1) Given the product [C:1]([CH:4]([CH:8]([CH3:10])[CH3:9])[C:5]([NH:11][C@H:12]([C:14]([C:16]1([NH2:35])[N:22]=[C:21]([C:23]2[CH:28]=[CH:27][CH:26]=[CH:25][CH:24]=2)[C:20]2[CH:29]=[CH:30][CH:31]=[CH:32][C:19]=2[N:18]([CH3:33])[C:17]1=[O:34])=[O:15])[CH3:13])=[O:7])(=[S:3])[CH3:2], predict the reactants needed to synthesize it. The reactants are: [C:1]([CH:4]([CH:8]([CH3:10])[CH3:9])[C:5]([OH:7])=O)(=[S:3])[CH3:2].[NH2:11][C@H:12]([C:14]([C:16]1([NH2:35])[N:22]=[C:21]([C:23]2[CH:28]=[CH:27][CH:26]=[CH:25][CH:24]=2)[C:20]2[CH:29]=[CH:30][CH:31]=[CH:32][C:19]=2[N:18]([CH3:33])[C:17]1=[O:34])=[O:15])[CH3:13]. (2) Given the product [C:12]([O:11][C:9]([N:23]1[C:24]2[C:20](=[CH:19][CH:18]=[C:17]([Cl:16])[CH:25]=2)[CH:21]=[CH:22]1)=[O:10])([CH3:13])([CH3:14])[CH3:15], predict the reactants needed to synthesize it. The reactants are: [C:9](O[C:9]([O:11][C:12]([CH3:15])([CH3:14])[CH3:13])=[O:10])([O:11][C:12]([CH3:15])([CH3:14])[CH3:13])=[O:10].[Cl:16][C:17]1[CH:25]=[C:24]2[C:20]([CH:21]=[CH:22][NH:23]2)=[CH:19][CH:18]=1.